From a dataset of Catalyst prediction with 721,799 reactions and 888 catalyst types from USPTO. Predict which catalyst facilitates the given reaction. (1) Reactant: [CH3:1][C:2]1[C:6]([C:7]2[CH:8]=[CH:9][C:10]([CH3:17])=[C:11]([S:13](Cl)(=[O:15])=[O:14])[CH:12]=2)=[C:5]([CH3:18])[O:4][N:3]=1.[CH2:19]([NH2:29])[CH2:20][CH2:21][CH2:22][CH2:23][CH2:24][CH2:25][CH2:26][CH2:27][NH2:28]. Product: [CH2:27]([NH:28][S:13]([C:11]1[CH:12]=[C:7]([C:6]2[C:2]([CH3:1])=[N:3][O:4][C:5]=2[CH3:18])[CH:8]=[CH:9][C:10]=1[CH3:17])(=[O:14])=[O:15])[CH2:26][CH2:25][CH2:24][CH2:23][CH2:22][CH2:21][CH2:20][CH2:19][NH:29][S:13]([C:11]1[CH:12]=[C:7]([C:6]2[C:2]([CH3:1])=[N:3][O:4][C:5]=2[CH3:18])[CH:8]=[CH:9][C:10]=1[CH3:17])(=[O:15])=[O:14]. The catalyst class is: 17. (2) Product: [CH2:16]([O:17][C:18](=[O:25])[CH2:19][C:20]1[N:9]=[C:7]([C:6]2[CH:5]=[CH:4][C:3]([S:2]([F:12])([F:13])([F:14])([F:15])[F:1])=[CH:11][CH:10]=2)[S:8][C:21]=1[CH3:22])[CH3:26]. Reactant: [F:1][S:2]([F:15])([F:14])([F:13])([F:12])[C:3]1[CH:11]=[CH:10][C:6]([C:7]([NH2:9])=[S:8])=[CH:5][CH:4]=1.[CH3:16][O:17][C:18](=[O:25])[CH2:19][C:20](=O)[CH:21](Br)[CH3:22].[CH2:26](OC(=O)C)C. The catalyst class is: 21. (3) Product: [O:31]=[C:27]1[CH2:26][C:25]2[C:29](=[CH:30][C:22]([C:20]([C:19]3[CH:18]=[C:17]([NH:16][C:9]([C:7]4[S:8][C:4]([C:1](=[O:3])[CH3:2])=[CH:5][CH:6]=4)=[O:11])[CH:34]=[CH:33][CH:32]=3)=[O:21])=[CH:23][CH:24]=2)[NH:28]1. The catalyst class is: 1. Reactant: [C:1]([C:4]1[S:8][C:7]([C:9]([OH:11])=O)=[CH:6][CH:5]=1)(=[O:3])[CH3:2].S(Cl)(Cl)=O.[NH2:16][C:17]1[CH:18]=[C:19]([CH:32]=[CH:33][CH:34]=1)[C:20]([C:22]1[CH:30]=[C:29]2[C:25]([CH2:26][C:27](=[O:31])[NH:28]2)=[CH:24][CH:23]=1)=[O:21]. (4) Reactant: Cl.FC1C=C(C=CC=1)CN1C=C(C2C3C(=NC=C(C4C=CC(C5CCNCC5)=CC=4)C=3)N(S(C3C=CC(C)=CC=3)(=O)=O)C=2)C=N1.[F:46][C:47]1[CH:48]=[C:49]([CH:88]=[CH:89][CH:90]=1)[CH2:50][N:51]1[CH:55]=[C:54]([C:56]2[C:64]3[C:59](=[N:60][CH:61]=[C:62]([C:65]4[CH:66]=[N:67][C:68]([N:71]5[CH2:76][CH2:75][N:74]([CH3:77])[CH2:73][CH2:72]5)=[CH:69][CH:70]=4)[CH:63]=3)[N:58](S(C3C=CC(C)=CC=3)(=O)=O)[CH:57]=2)[CH:53]=[N:52]1.[OH-].[Li+]. Product: [F:46][C:47]1[CH:48]=[C:49]([CH:88]=[CH:89][CH:90]=1)[CH2:50][N:51]1[CH:55]=[C:54]([C:56]2[C:64]3[C:59](=[N:60][CH:61]=[C:62]([C:65]4[CH:66]=[N:67][C:68]([N:71]5[CH2:72][CH2:73][N:74]([CH3:77])[CH2:75][CH2:76]5)=[CH:69][CH:70]=4)[CH:63]=3)[NH:58][CH:57]=2)[CH:53]=[N:52]1. The catalyst class is: 87. (5) Reactant: [OH-].[Na+].[O:3]=[C:4]1[C:9]([C:10]([O:12]CC)=[O:11])=[CH:8][NH:7][N:6]2[CH:15]=[CH:16][CH:17]=[C:5]12. Product: [O:3]=[C:4]1[C:9]([C:10]([OH:12])=[O:11])=[CH:8][NH:7][N:6]2[CH:15]=[CH:16][CH:17]=[C:5]12. The catalyst class is: 8. (6) Reactant: [CH3:1][O:2][C:3](=[O:13])[C:4]1[CH:9]=[CH:8][C:7]([OH:10])=[C:6]([CH:11]=O)[CH:5]=1.C(=O)([O-])[O-].[K+].[K+].Br[CH2:21][C:22]1[CH:23]=[CH:24][C:25]([C:28]([F:31])([F:30])[F:29])=[N:26][CH:27]=1. Product: [CH3:1][O:2][C:3]([C:4]1[CH:9]=[CH:8][C:7]2[O:10][C:21]([C:22]3[CH:27]=[N:26][C:25]([C:28]([F:31])([F:29])[F:30])=[CH:24][CH:23]=3)=[CH:11][C:6]=2[CH:5]=1)=[O:13]. The catalyst class is: 3.